From a dataset of Reaction yield outcomes from USPTO patents with 853,638 reactions. Predict the reaction yield, written as a fraction of the theoretical maximum amount of product (1.0 means a 100% yield; for example, 0.34 means a 34% yield). (1) The reactants are [F:1][C:2]([F:19])([F:18])[C:3]([N:5]1[CH2:11][CH2:10][C:9]2[CH:12]=[C:13]([O:16]C)[CH:14]=[CH:15][C:8]=2[CH2:7][CH2:6]1)=[O:4].B(Br)(Br)Br. The catalyst is ClCCl. The product is [F:19][C:2]([F:1])([F:18])[C:3]([N:5]1[CH2:11][CH2:10][C:9]2[CH:12]=[C:13]([OH:16])[CH:14]=[CH:15][C:8]=2[CH2:7][CH2:6]1)=[O:4]. The yield is 0.910. (2) The reactants are [Al+3].[Cl-].[Cl-].[Cl-].C[O:6][C:7]1[CH:14]=[CH:13][CH:12]=[C:11]([O:15]C)[C:8]=1[CH:9]=[O:10]. The catalyst is ClCCl. The product is [OH:6][C:7]1[CH:14]=[CH:13][CH:12]=[C:11]([OH:15])[C:8]=1[CH:9]=[O:10]. The yield is 0.480. (3) The reactants are [CH:1]1([C:7]([NH2:9])=O)[CH2:6][CH2:5][CH2:4][CH2:3][CH2:2]1.COC1C=CC(P2(SP(C3C=CC(OC)=CC=3)(=S)S2)=[S:19])=CC=1. The catalyst is C1COCC1. The product is [CH:1]1([C:7](=[S:19])[NH2:9])[CH2:6][CH2:5][CH2:4][CH2:3][CH2:2]1. The yield is 0.490. (4) The reactants are [C:1](OC(=O)C)(=[O:3])[CH3:2].[NH2:8][C@H:9]([CH2:20][O:21][CH3:22])[C:10]([NH:12][CH2:13][C:14]1[CH:19]=[CH:18][CH:17]=[CH:16][CH:15]=1)=[O:11].C(N(CC)CC)C. The catalyst is C(Cl)Cl. The product is [CH3:2][C:1]([NH:8][C@@H:9]([C:10]([NH:12][CH2:13][C:14]1[CH:19]=[CH:18][CH:17]=[CH:16][CH:15]=1)=[O:11])[CH2:20][O:21][CH3:22])=[O:3]. The yield is 0.330. (5) The reactants are [Cl:1][C:2]1[C:7]([CH:8]=[O:9])=[CH:6][N:5]=[C:4]2[NH:10][CH:11]=[CH:12][C:3]=12.[H-].[Na+].[CH3:15][Si:16]([CH3:23])([CH3:22])[CH2:17][CH2:18][O:19][CH2:20]Cl. The catalyst is CN(C)C=O. The product is [Cl:1][C:2]1[C:7]([CH:8]=[O:9])=[CH:6][N:5]=[C:4]2[N:10]([CH2:20][O:19][CH2:18][CH2:17][Si:16]([CH3:23])([CH3:22])[CH3:15])[CH:11]=[CH:12][C:3]=12. The yield is 0.670. (6) The reactants are [Br:1][C:2]1[C:3]([OH:16])=[C:4]2[C:9](=[CH:10][CH:11]=1)[N:8]([C:12](=[O:14])[CH3:13])[C@@H:7]([CH3:15])[CH2:6][CH2:5]2.CN(C)C=O.F[C:23]1[CH:28]=[CH:27][C:26]([N+:29]([O-:31])=[O:30])=[CH:25][C:24]=1[F:32].C(=O)([O-])[O-].[Cs+].[Cs+]. The catalyst is ClCCl. The product is [Br:1][C:2]1[C:3]([O:16][C:23]2[CH:28]=[CH:27][C:26]([N+:29]([O-:31])=[O:30])=[CH:25][C:24]=2[F:32])=[C:4]2[C:9](=[CH:10][CH:11]=1)[N:8]([C:12](=[O:14])[CH3:13])[C@@H:7]([CH3:15])[CH2:6][CH2:5]2. The yield is 0.860.